From a dataset of Forward reaction prediction with 1.9M reactions from USPTO patents (1976-2016). Predict the product of the given reaction. (1) Given the reactants [CH2:1]([O:5][CH2:6][CH2:7][O:8][C:9]1[CH:14]=[CH:13][C:12]([C:15]2[CH:16]=[C:17](/[CH:26]=[CH:27]/[C:28](O)=[O:29])[C:18]([N:21]3[CH2:25][CH2:24][CH2:23][CH2:22]3)=[N:19][CH:20]=2)=[CH:11][CH:10]=1)[CH2:2][CH2:3][CH3:4].CN(C=O)C.C(Cl)(=O)C(Cl)=O.[CH2:42]([N:45]1[C:49]([CH2:50][S:51]([C:53]2[CH:59]=[CH:58][C:56]([NH2:57])=[CH:55][CH:54]=2)=[O:52])=[CH:48][N:47]=[CH:46]1)[CH2:43][CH3:44], predict the reaction product. The product is: [CH2:1]([O:5][CH2:6][CH2:7][O:8][C:9]1[CH:10]=[CH:11][C:12]([C:15]2[CH:16]=[C:17](/[CH:26]=[CH:27]/[C:28]([NH:57][C:56]3[CH:55]=[CH:54][C:53]([S@:51]([CH2:50][C:49]4[N:45]([CH2:42][CH2:43][CH3:44])[CH:46]=[N:47][CH:48]=4)=[O:52])=[CH:59][CH:58]=3)=[O:29])[C:18]([N:21]3[CH2:25][CH2:24][CH2:23][CH2:22]3)=[N:19][CH:20]=2)=[CH:13][CH:14]=1)[CH2:2][CH2:3][CH3:4]. (2) Given the reactants Cl.Cl.[NH2:3][CH2:4][CH2:5][N:6]1[C:14]2[C:13]([NH:15][C:16]3[CH:21]=[CH:20][C:19]([O:22][C:23]4[C:28]5[CH:29]=[N:30][S:31][C:27]=5[CH:26]=[CH:25][CH:24]=4)=[C:18]([F:32])[CH:17]=3)=[N:12][CH:11]=[N:10][C:9]=2[CH:8]=[CH:7]1.[CH3:33][C:34]([CH3:45])([CH3:44])[C:35](O[C:35](=[O:36])[C:34]([CH3:45])([CH3:44])[CH3:33])=[O:36].C(N(CC)CC)C.CN(C)C=O, predict the reaction product. The product is: [S:31]1[C:27]2[CH:26]=[CH:25][CH:24]=[C:23]([O:22][C:19]3[CH:20]=[CH:21][C:16]([NH:15][C:13]4[C:14]5[N:6]([CH2:5][CH2:4][NH:3][C:35](=[O:36])[C:34]([CH3:45])([CH3:44])[CH3:33])[CH:7]=[CH:8][C:9]=5[N:10]=[CH:11][N:12]=4)=[CH:17][C:18]=3[F:32])[C:28]=2[CH:29]=[N:30]1. (3) Given the reactants [C:1]1([CH:7]2[C:16]([C:17]3[CH:18]=[CH:19][C:20]4[O:25][CH2:24][C:23](=[O:26])[NH:22][C:21]=4[CH:27]=3)=[CH:15][C:14]3[C:9](=[CH:10][CH:11]=[CH:12][CH:13]=3)[S:8]2)[CH:6]=[CH:5][CH:4]=[CH:3][CH:2]=1.ClC1C=CC=C(C(OO)=[O:36])C=1.C(OCC)(=O)C.[O-:45][S:46]([O-:49])(=S)=O.[Na+].[Na+], predict the reaction product. The product is: [O:45]=[S:46]1(=[O:49])[C:13]2[C:14](=[CH:9][CH:10]=[CH:11][CH:12]=2)[CH:15]=[C:16]([C:17]2[CH:18]=[CH:19][C:20]3[O:25][CH2:24][C:23](=[O:26])[NH:22][C:21]=3[CH:27]=2)[CH:7]1[C:1]1[CH:6]=[CH:5][CH:4]=[CH:3][CH:2]=1.[O:36]=[S:8]1[C:9]2[C:14](=[CH:13][CH:12]=[CH:11][CH:10]=2)[CH:15]=[C:16]([C:17]2[CH:18]=[CH:19][C:20]3[O:25][CH2:24][C:23](=[O:26])[NH:22][C:21]=3[CH:27]=2)[CH:7]1[C:1]1[CH:6]=[CH:5][CH:4]=[CH:3][CH:2]=1.